From a dataset of Full USPTO retrosynthesis dataset with 1.9M reactions from patents (1976-2016). Predict the reactants needed to synthesize the given product. Given the product [N:35]1[CH:36]=[CH:37][C:32]([C:7]2[C:6]3[C:10](=[CH:11][CH:12]=[C:4]([NH2:1])[CH:5]=3)[N:9]([C:13]([C:20]3[CH:21]=[CH:22][CH:23]=[CH:24][CH:25]=3)([C:26]3[CH:27]=[CH:28][CH:29]=[CH:30][CH:31]=3)[C:14]3[CH:19]=[CH:18][CH:17]=[CH:16][CH:15]=3)[N:8]=2)=[CH:33][CH:34]=1, predict the reactants needed to synthesize it. The reactants are: [N+:1]([C:4]1[CH:5]=[C:6]2[C:10](=[CH:11][CH:12]=1)[N:9]([C:13]([C:26]1[CH:31]=[CH:30][CH:29]=[CH:28][CH:27]=1)([C:20]1[CH:25]=[CH:24][CH:23]=[CH:22][CH:21]=1)[C:14]1[CH:19]=[CH:18][CH:17]=[CH:16][CH:15]=1)[N:8]=[C:7]2[C:32]1[CH:37]=[CH:36][N:35]=[CH:34][CH:33]=1)([O-])=O.CO.[H][H].